Task: Predict which catalyst facilitates the given reaction.. Dataset: Catalyst prediction with 721,799 reactions and 888 catalyst types from USPTO (1) The catalyst class is: 244. Reactant: CN(C)CCN(C)C.[CH2:9]=[CH:10][C:11]1[CH:16]=[CH:15][CH:14]=[CH:13][CH:12]=1.C([Li])CCC.[CH2:22]=[CH:23][C:24](=[CH2:26])[CH3:25].C[Si](C)(OC)OC. Product: [CH2:9]=[CH:10][C:11]1[CH:16]=[CH:15][CH:14]=[CH:13][CH:12]=1.[CH2:22]=[CH:23][C:24](=[CH2:25])[CH3:26].[CH2:9]=[CH:10][C:11]1[CH:16]=[CH:15][CH:14]=[CH:13][CH:12]=1. (2) Reactant: C1C2C(COC([N:18]3[CH2:23][C@H:22]([C:24](=[O:44])[N:25]([CH:41]4[CH2:43][CH2:42]4)[CH2:26][C:27]4[C:35]5[C:30](=[CH:31][CH:32]=[CH:33][CH:34]=5)[N:29]([CH2:36][CH2:37][CH2:38][O:39][CH3:40])[CH:28]=4)[CH2:21][C@H:20]([NH2:45])[CH2:19]3)=O)C3C(=CC=CC=3)C=2C=CC=1.C(N(C(C)C)C(C)C)C.[C:55](Cl)(=[O:60])[C:56]([CH3:59])([CH3:58])[CH3:57]. Product: [CH:41]1([N:25]([CH2:26][C:27]2[C:35]3[C:30](=[CH:31][CH:32]=[CH:33][CH:34]=3)[N:29]([CH2:36][CH2:37][CH2:38][O:39][CH3:40])[CH:28]=2)[C:24]([C@@H:22]2[CH2:21][C@H:20]([NH:45][C:55](=[O:60])[C:56]([CH3:59])([CH3:58])[CH3:57])[CH2:19][NH:18][CH2:23]2)=[O:44])[CH2:42][CH2:43]1. The catalyst class is: 143. (3) Reactant: Cl.[F:2][C:3]([F:27])([C:20]1[CH:25]=[CH:24][C:23]([CH3:26])=[CH:22][CH:21]=1)[C:4]([NH:6][C@H:7]1[CH2:11][CH2:10][C@H:9]([NH:12]C(=O)OC(C)(C)C)[CH2:8]1)=[O:5]. Product: [NH2:12][C@H:9]1[CH2:10][CH2:11][C@H:7]([NH:6][C:4](=[O:5])[C:3]([F:27])([F:2])[C:20]2[CH:21]=[CH:22][C:23]([CH3:26])=[CH:24][CH:25]=2)[CH2:8]1. The catalyst class is: 25. (4) Reactant: C(OC([N:6]1[C:33]2[C:28](=[CH:29][CH:30]=[C:31]([Cl:34])[CH:32]=2)[C:8]2([CH:13]([CH:14]3[CH2:19][CH2:18][CH2:17][CH2:16][CH2:15]3)[CH2:12][C:11](=[O:20])[NH:10][CH:9]2[C:21]2[CH:26]=[CH:25][CH:24]=[C:23]([Cl:27])[CH:22]=2)[C:7]1=[O:35])=O)C.[OH-].[Na+]. Product: [Cl:34][C:31]1[CH:32]=[C:33]2[NH:6][C:7](=[O:35])[C:8]3([CH:13]([CH:14]4[CH2:19][CH2:18][CH2:17][CH2:16][CH2:15]4)[CH2:12][C:11](=[O:20])[NH:10][CH:9]3[C:21]3[CH:26]=[CH:25][CH:24]=[C:23]([Cl:27])[CH:22]=3)[C:28]2=[CH:29][CH:30]=1. The catalyst class is: 5.